This data is from Full USPTO retrosynthesis dataset with 1.9M reactions from patents (1976-2016). The task is: Predict the reactants needed to synthesize the given product. (1) Given the product [C:2]([O:6][C:7]([NH:9][C@H:10]([C:15]([O:17][CH2:30][C:31]([O:33][C@H:34]([CH2:63][N:64]([S:69]([C:72]1[CH:80]=[CH:79][C:75]2[O:76][CH2:77][O:78][C:74]=2[CH:73]=1)(=[O:71])=[O:70])[CH2:65][CH:66]([CH3:68])[CH3:67])[C@@H:35]([NH:51][C:52]([O:54][C@@H:55]1[C@H:62]2[C@H:58]([O:59][CH2:60][CH2:61]2)[O:57][CH2:56]1)=[O:53])[CH2:36][C:37]1[CH:42]=[CH:41][C:40]([O:43][CH2:44][C:45]2[N:46]=[C:47]([CH3:50])[S:48][CH:49]=2)=[CH:39][CH:38]=1)=[O:32])=[O:16])[CH2:11][CH:12]([CH3:13])[CH3:14])=[O:8])([CH3:4])([CH3:3])[CH3:5], predict the reactants needed to synthesize it. The reactants are: O.[C:2]([O:6][C:7]([NH:9][C@H:10]([C:15]([OH:17])=[O:16])[CH2:11][CH:12]([CH3:14])[CH3:13])=[O:8])([CH3:5])([CH3:4])[CH3:3].CC(C)([O-])C.[K+].C(O)(C)(C)C.Cl[CH2:30][C:31]([O:33][C@H:34]([CH2:63][N:64]([S:69]([C:72]1[CH:80]=[CH:79][C:75]2[O:76][CH2:77][O:78][C:74]=2[CH:73]=1)(=[O:71])=[O:70])[CH2:65][CH:66]([CH3:68])[CH3:67])[C@@H:35]([NH:51][C:52]([O:54][C@@H:55]1[C@H:62]2[C@H:58]([O:59][CH2:60][CH2:61]2)[O:57][CH2:56]1)=[O:53])[CH2:36][C:37]1[CH:42]=[CH:41][C:40]([O:43][CH2:44][C:45]2[N:46]=[C:47]([CH3:50])[S:48][CH:49]=2)=[CH:39][CH:38]=1)=[O:32]. (2) Given the product [OH:13][NH:12][C:11]([C:8]1[CH:7]=[CH:6][C:5]([CH2:4][C:3]([OH:15])=[O:2])=[CH:10][CH:9]=1)=[NH:14], predict the reactants needed to synthesize it. The reactants are: C[O:2][C:3](=[O:15])[CH2:4][C:5]1[CH:10]=[CH:9][C:8]([C:11](=[NH:14])[NH:12][OH:13])=[CH:7][CH:6]=1. (3) Given the product [CH2:1]([O:3][C:4]([C:6]1([C:9]2[CH:10]=[CH:11][C:12]([C:15]3[CH:16]=[CH:17][C:18]([C:21]4[S:22][C:23]([Cl:29])=[CH:24][C:25]=4[NH:30][C:35]([O:67][C@@H:65]([C:59]4[CH:60]=[CH:61][C:62]([F:64])=[CH:63][C:58]=4[F:57])[CH3:66])=[O:39])=[CH:19][CH:20]=3)=[CH:13][CH:14]=2)[CH2:8][CH2:7]1)=[O:5])[CH3:2], predict the reactants needed to synthesize it. The reactants are: [CH2:1]([O:3][C:4]([C:6]1([C:9]2[CH:14]=[CH:13][C:12]([C:15]3[CH:20]=[CH:19][C:18]([C:21]4[S:22][C:23]([Cl:29])=[CH:24][C:25]=4C(=O)N)=[CH:17][CH:16]=3)=[CH:11][CH:10]=2)[CH2:8][CH2:7]1)=[O:5])[CH3:2].[N:30]1[CH:35]=CC=CC=1.FC(F)(F)C(OI(C1C=CC=CC=1)OC(=O)C(F)(F)F)=[O:39].[F:57][C:58]1[CH:63]=[C:62]([F:64])[CH:61]=[CH:60][C:59]=1[C@H:65]([OH:67])[CH3:66]. (4) Given the product [C:35]1([CH3:45])[CH:36]=[CH:37][C:38]([S:41]([OH:44])(=[O:42])=[O:43])=[CH:39][CH:40]=1.[OH:25][C:22]1[CH:23]=[CH:24][C:19]([N:12]2[CH2:11][CH2:10][CH:9]([O:8][C:7]3[CH:15]=[CH:16][C:4]([O:3][C:2]([F:1])([F:17])[F:18])=[CH:5][CH:6]=3)[CH2:14][CH2:13]2)=[CH:20][CH:21]=1, predict the reactants needed to synthesize it. The reactants are: [F:1][C:2]([F:18])([F:17])[O:3][C:4]1[CH:16]=[CH:15][C:7]([O:8][CH:9]2[CH2:14][CH2:13][NH:12][CH2:11][CH2:10]2)=[CH:6][CH:5]=1.[C:19]1(=O)[CH2:24][CH2:23][C:22](=[O:25])[CH2:21][CH2:20]1.C(N(CC)CC)C.O.[C:35]1([CH3:45])[CH:40]=[CH:39][C:38]([S:41]([OH:44])(=[O:43])=[O:42])=[CH:37][CH:36]=1.